From a dataset of Forward reaction prediction with 1.9M reactions from USPTO patents (1976-2016). Predict the product of the given reaction. (1) Given the reactants [CH3:1][O:2][C:3]1[CH:4]=[C:5]([CH:8]=[CH:9][C:10]=1[O:11][CH3:12])[CH2:6]O.C(Br)(Br)(Br)[Br:14].C1(P(C2C=CC=CC=2)C2C=CC=CC=2)C=CC=CC=1, predict the reaction product. The product is: [CH3:1][O:2][C:3]1[CH:4]=[C:5]([CH:8]=[CH:9][C:10]=1[O:11][CH3:12])[CH2:6][Br:14]. (2) Given the reactants [ClH:1].C(OCC)(=O)C.[F:8][C:9]1([F:60])[CH2:14][CH2:13][CH:12]([C:15]2[C:24]3[C@@H:23]([OH:25])[CH2:22][C:21]([CH3:27])([CH3:26])[CH2:20][C:19]=3[N:18]=[C:17]([CH:28]3[CH2:33][CH2:32][N:31]([C:34]4[N:39]=[CH:38][C:37]([O:40][CH2:41][C:42]([CH2:46][OH:47])([CH3:45])[CH2:43][OH:44])=[CH:36][N:35]=4)[CH2:30][CH2:29]3)[C:16]=2[C@@H:48]([F:59])[C:49]2[CH:54]=[CH:53][C:52]([C:55]([F:58])([F:57])[F:56])=[CH:51][CH:50]=2)[CH2:11][CH2:10]1, predict the reaction product. The product is: [ClH:1].[ClH:1].[F:60][C:9]1([F:8])[CH2:10][CH2:11][CH:12]([C:15]2[C:24]3[C@@H:23]([OH:25])[CH2:22][C:21]([CH3:26])([CH3:27])[CH2:20][C:19]=3[N:18]=[C:17]([CH:28]3[CH2:33][CH2:32][N:31]([C:34]4[N:39]=[CH:38][C:37]([O:40][CH2:41][C:42]([CH2:46][OH:47])([CH3:45])[CH2:43][OH:44])=[CH:36][N:35]=4)[CH2:30][CH2:29]3)[C:16]=2[C@@H:48]([F:59])[C:49]2[CH:54]=[CH:53][C:52]([C:55]([F:56])([F:58])[F:57])=[CH:51][CH:50]=2)[CH2:13][CH2:14]1. (3) Given the reactants [H-].[Na+].[CH3:3][O:4][C:5]([C:7]1([CH:13]([OH:15])[CH3:14])[CH2:12][CH2:11][CH2:10][CH2:9][O:8]1)=[O:6].C1C(Cl)=CN=C(N([S:24]([C:27]([F:30])([F:29])[F:28])(=[O:26])=[O:25])[S:24]([C:27]([F:30])([F:29])[F:28])(=[O:26])=[O:25])C=1.[Cl-].[NH4+], predict the reaction product. The product is: [CH3:3][O:4][C:5]([C:7]1([CH:13]([O:15][S:24]([C:27]([F:30])([F:29])[F:28])(=[O:26])=[O:25])[CH3:14])[CH2:12][CH2:11][CH2:10][CH2:9][O:8]1)=[O:6]. (4) Given the reactants [Br:1][C:2]1[CH:3]=[C:4]([CH3:12])[C:5]2[N:9]=[C:8]([CH3:10])[NH:7][C:6]=2[CH:11]=1.[Cl:13][C:14]1[C:15]([CH2:24]Cl)=[N:16][CH:17]=[C:18]([C:20]([F:23])([F:22])[F:21])[CH:19]=1, predict the reaction product. The product is: [Br:1][C:2]1[CH:3]=[C:4]([CH3:12])[C:5]2[N:9]=[C:8]([CH3:10])[N:7]([CH2:24][C:15]3[C:14]([Cl:13])=[CH:19][C:18]([C:20]([F:23])([F:21])[F:22])=[CH:17][N:16]=3)[C:6]=2[CH:11]=1. (5) Given the reactants [CH3:1][N:2]([CH3:22])[C:3]1[CH:4]=[CH:5][C:6]([NH:9][C:10](=[O:21])[CH2:11][C:12]2[CH:17]=[CH:16][C:15]([OH:18])=[CH:14][C:13]=2[O:19][CH3:20])=[N:7][CH:8]=1.Cl[C:24]1[C:33]2[C:28](=[CH:29][C:30]([O:36][CH3:37])=[C:31]([O:34][CH3:35])[CH:32]=2)[N:27]=[CH:26][N:25]=1.C(=O)([O-])[O-].[K+].[K+], predict the reaction product. The product is: [CH3:22][N:2]([CH3:1])[C:3]1[CH:4]=[CH:5][C:6]([NH:9][C:10](=[O:21])[CH2:11][C:12]2[CH:17]=[CH:16][C:15]([O:18][C:24]3[C:33]4[C:28](=[CH:29][C:30]([O:36][CH3:37])=[C:31]([O:34][CH3:35])[CH:32]=4)[N:27]=[CH:26][N:25]=3)=[CH:14][C:13]=2[O:19][CH3:20])=[N:7][CH:8]=1. (6) Given the reactants [Cl:1][C:2]1[N:7]=[C:6]([NH:8][CH:9]2[CH2:14][CH2:13][N:12]([C:15]([O:17][C:18]([CH3:21])([CH3:20])[CH3:19])=[O:16])[CH2:11][CH2:10]2)[CH:5]=[N:4][CH:3]=1.I[CH2:23][CH3:24].C[Si]([N-][Si](C)(C)C)(C)C.[Na+], predict the reaction product. The product is: [Cl:1][C:2]1[N:7]=[C:6]([N:8]([CH2:23][CH3:24])[CH:9]2[CH2:14][CH2:13][N:12]([C:15]([O:17][C:18]([CH3:21])([CH3:20])[CH3:19])=[O:16])[CH2:11][CH2:10]2)[CH:5]=[N:4][CH:3]=1. (7) Given the reactants Cl[C:2]1[C:7]([N+:8]([O-:10])=[O:9])=[C:6](Cl)[N:5]=[C:4]([S:12][CH3:13])[N:3]=1.[CH3:14][C:15]1[NH:19][N:18]=[C:17]([NH2:20])[CH:16]=1.CCN(C(C)C)C(C)C.[NH:30]1[CH2:35][CH2:34][O:33][CH2:32][CH2:31]1, predict the reaction product. The product is: [CH3:14][C:15]1[NH:19][N:18]=[C:17]([NH:20][C:2]2[C:7]([N+:8]([O-:10])=[O:9])=[C:6]([N:30]3[CH2:35][CH2:34][O:33][CH2:32][CH2:31]3)[N:5]=[C:4]([S:12][CH3:13])[N:3]=2)[CH:16]=1.